Dataset: NCI-60 drug combinations with 297,098 pairs across 59 cell lines. Task: Regression. Given two drug SMILES strings and cell line genomic features, predict the synergy score measuring deviation from expected non-interaction effect. (1) Drug 1: C1CN1P(=S)(N2CC2)N3CC3. Drug 2: CCC1(CC2CC(C3=C(CCN(C2)C1)C4=CC=CC=C4N3)(C5=C(C=C6C(=C5)C78CCN9C7C(C=CC9)(C(C(C8N6C=O)(C(=O)OC)O)OC(=O)C)CC)OC)C(=O)OC)O.OS(=O)(=O)O. Cell line: SW-620. Synergy scores: CSS=22.7, Synergy_ZIP=-8.51, Synergy_Bliss=-2.82, Synergy_Loewe=-43.7, Synergy_HSA=-1.70. (2) Drug 1: CC1=C(C=C(C=C1)C(=O)NC2=CC(=CC(=C2)C(F)(F)F)N3C=C(N=C3)C)NC4=NC=CC(=N4)C5=CN=CC=C5. Drug 2: CC=C1C(=O)NC(C(=O)OC2CC(=O)NC(C(=O)NC(CSSCCC=C2)C(=O)N1)C(C)C)C(C)C. Cell line: SNB-75. Synergy scores: CSS=34.7, Synergy_ZIP=0.937, Synergy_Bliss=0.484, Synergy_Loewe=-40.6, Synergy_HSA=-1.39.